From a dataset of Reaction yield outcomes from USPTO patents with 853,638 reactions. Predict the reaction yield, written as a fraction of the theoretical maximum amount of product (1.0 means a 100% yield; for example, 0.34 means a 34% yield). (1) The reactants are [C:1]1([NH:7][C:8]2[CH:16]=[CH:15][C:11]([C:12]([OH:14])=O)=[CH:10][CH:9]=2)[CH:6]=[CH:5][CH:4]=[CH:3][CH:2]=1.Cl.[Cl:18][C:19]1[CH:20]=[C:21]2[C:25](=[CH:26][CH:27]=1)[NH:24][CH:23]=[C:22]2[CH2:28][CH2:29][NH2:30].CN(C(ON1N=NC2C=CC=NC1=2)=[N+](C)C)C.F[P-](F)(F)(F)(F)F.C(N(CC)C(C)C)(C)C. The catalyst is CN(C=O)C. The product is [Cl:18][C:19]1[CH:20]=[C:21]2[C:25](=[CH:26][CH:27]=1)[NH:24][CH:23]=[C:22]2[CH2:28][CH2:29][NH:30][C:12](=[O:14])[C:11]1[CH:10]=[CH:9][C:8]([NH:7][C:1]2[CH:2]=[CH:3][CH:4]=[CH:5][CH:6]=2)=[CH:16][CH:15]=1. The yield is 0.270. (2) The product is [CH2:1]([C:3]([C:7]1[S:11][C:10]2[CH:12]=[C:13]([C:16]([OH:18])=[O:17])[CH:14]=[CH:15][C:9]=2[CH:8]=1)([C:21]1[CH:22]=[CH:23][C:24]([OH:25])=[C:19]([CH3:26])[CH:20]=1)[CH2:4][CH3:5])[CH3:2]. The yield is 0.780. The catalyst is C(Cl)Cl. The reactants are [CH2:1]([C:3]([C:7]1[S:11][C:10]2[CH:12]=[C:13]([C:16]([OH:18])=[O:17])[CH:14]=[CH:15][C:9]=2[CH:8]=1)(O)[CH2:4][CH3:5])[CH3:2].[C:19]1([CH3:26])[C:24]([OH:25])=[CH:23][CH:22]=[CH:21][CH:20]=1.B(F)(F)F.CCOCC. (3) The reactants are [Br:1][C:2]1[CH:9]=[CH:8][C:5]([CH:6]=[O:7])=[C:4]([O:10][CH2:11][C:12]([CH3:14])=[CH2:13])[CH:3]=1.[CH:15]([Mg]Br)=[CH2:16]. The catalyst is C1COCC1. The product is [Br:1][C:2]1[CH:9]=[CH:8][C:5]([CH:6]([OH:7])[CH:15]=[CH2:16])=[C:4]([O:10][CH2:11][C:12]([CH3:14])=[CH2:13])[CH:3]=1. The yield is 0.840. (4) The reactants are [OH:1][CH:2]([C:16]([CH3:19])([CH3:18])[CH3:17])[CH2:3][O:4][N:5]1C(=O)C2C(=CC=CC=2)C1=O.CNN.C(OCC)C. The catalyst is ClCCl. The product is [NH2:5][O:4][CH2:3][CH:2]([OH:1])[C:16]([CH3:19])([CH3:18])[CH3:17]. The yield is 0.860. (5) The yield is 0.0400. The reactants are I[C:2]1[CH:3]=[C:4]([N:9]([CH3:11])[CH3:10])[CH:5]=[CH:6][C:7]=1[CH3:8].N#N.[CH3:14][CH2:15][OH:16].[Li][CH:18](CC)C.C1CCCCC1.B(F)(F)F.C(OCC)C. The product is [CH3:10][N:9]([CH3:11])[C:4]1[CH:5]=[CH:6][C:7]([CH3:8])=[C:2]([CH2:14][C@H:15]([OH:16])[CH3:18])[CH:3]=1. The catalyst is C1COCC1.